Dataset: Reaction yield outcomes from USPTO patents with 853,638 reactions. Task: Predict the reaction yield, written as a fraction of the theoretical maximum amount of product (1.0 means a 100% yield; for example, 0.34 means a 34% yield). (1) The reactants are [Br:1][C:2]1[CH:14]=[CH:13][C:12]2[C:11]3[C:6](=[CH:7][CH:8]=[CH:9][CH:10]=3)[C:5]([CH3:16])([CH3:15])[C:4]=2[CH:3]=1.[C:17]1(=[O:27])[O:22][C:20](=[O:21])[C:19]2=[CH:23][CH:24]=[CH:25][CH:26]=[C:18]12.[Cl-].[Al+3].[Cl-].[Cl-]. The catalyst is ClCCl. The product is [Br:1][C:2]1[CH:3]=[C:4]2[C:12]([C:11]3[CH:10]=[CH:9][C:8]([C:17]([C:18]4[CH:26]=[CH:25][CH:24]=[CH:23][C:19]=4[C:20]([OH:22])=[O:21])=[O:27])=[CH:7][C:6]=3[C:5]2([CH3:16])[CH3:15])=[CH:13][CH:14]=1. The yield is 0.820. (2) The reactants are [CH3:1][C:2]1[CH:3]=[C:4]([OH:15])[C:5]([C:9]2[CH:14]=[CH:13][CH:12]=[CH:11][CH:10]=2)=[N:6][C:7]=1[CH3:8].Cl[C:17]1[C:26]2[C:21](=[CH:22][C:23]([O:29][CH3:30])=[C:24]([O:27][CH3:28])[CH:25]=2)[N:20]=[CH:19][CH:18]=1. The catalyst is CN(C1C=CN=CC=1)C.ClC1C=CC=CC=1Cl. The product is [CH3:1][C:2]1[CH:3]=[C:4]([O:15][C:17]2[C:26]3[C:21](=[CH:22][C:23]([O:29][CH3:30])=[C:24]([O:27][CH3:28])[CH:25]=3)[N:20]=[CH:19][CH:18]=2)[C:5]([C:9]2[CH:10]=[CH:11][CH:12]=[CH:13][CH:14]=2)=[N:6][C:7]=1[CH3:8]. The yield is 0.920. (3) The reactants are Br[C:2]1[CH:7]=[CH:6][CH:5]=[CH:4][C:3]=1[O:8][CH3:9].[Li]CCCC.[Cl:15][C:16]1[CH:27]=[CH:26][C:19]([C:20](N(OC)C)=[O:21])=[CH:18][N:17]=1. The catalyst is C1COCC1. The product is [Cl:15][C:16]1[N:17]=[CH:18][C:19]([C:20]([C:2]2[CH:7]=[CH:6][CH:5]=[CH:4][C:3]=2[O:8][CH3:9])=[O:21])=[CH:26][CH:27]=1. The yield is 0.476. (4) The reactants are C([N+](CCCC)(CCCC)CCCC)CCC.[P:18]([O:22][CH2:23][C@@H:24]1[C@@H:28]([O:29][P:30]([O:33][CH2:34][C@@H:35]2[C@@H:39]([OH:40])[C@@H:38]([OH:41])[C@H:37]([N:42]3[CH:50]=[N:49][C:48]4[C:43]3=[N:44][CH:45]=[N:46][C:47]=4[NH2:51])[O:36]2)([OH:32])=[O:31])[CH2:27][C@H:26]([N:52]2[CH:57]=[CH:56][C:55]([NH2:58])=[N:54][C:53]2=[O:59])[O:25]1)([OH:21])([OH:20])=[O:19].[C:60]([O:64][C:65]([NH:67][C@@H:68]([CH2:75][CH2:76][CH2:77][CH2:78][NH:79][C:80](=[O:97])[C@@H:81]([NH:89][C:90]([O:92][C:93]([CH3:96])([CH3:95])[CH3:94])=[O:91])[CH2:82][S:83][S:84][C:85]([CH3:88])([CH3:87])[CH3:86])[C:69](OCC#N)=[O:70])=[O:66])([CH3:63])([CH3:62])[CH3:61]. The catalyst is O.O1CCCC1. The product is [C:60]([O:64][C:65]([NH:67][C@H:68]([CH2:75][CH2:76][CH2:77][CH2:78][NH:79][C:80](=[O:97])[C@@H:81]([NH:89][C:90]([O:92][C:93]([CH3:96])([CH3:95])[CH3:94])=[O:91])[CH2:82][S:83][S:84][C:85]([CH3:86])([CH3:87])[CH3:88])[C:69]([O:40][C@H:39]1[C@@H:38]([OH:41])[C@H:37]([N:42]2[CH:50]=[N:49][C:48]3[C:43]2=[N:44][CH:45]=[N:46][C:47]=3[NH2:51])[O:36][C@H:35]1[CH2:34][O:33][P:30]([O:29][C@H:28]1[CH2:27][C@H:26]([N:52]2[CH:57]=[CH:56][C:55]([NH2:58])=[N:54][C:53]2=[O:59])[O:25][C@@H:24]1[CH2:23][O:22][P:18]([OH:21])([OH:20])=[O:19])([OH:32])=[O:31])=[O:70])=[O:66])([CH3:61])([CH3:62])[CH3:63]. The yield is 0.170. (5) The reactants are [F:1][C:2]1[CH:7]=[CH:6][C:5]([O:8][CH3:9])=[CH:4][C:3]=1[C:10]1[N:15]=[CH:14][C:13]([NH:16][C:17]2[CH:27]=[CH:26][C:25]([CH3:28])=[CH:24][C:18]=2[C:19]([O:21]CC)=[O:20])=[CH:12][C:11]=1[CH3:29].[OH-].[Na+]. The catalyst is C(O)C.O.CO.N. The product is [F:1][C:2]1[CH:7]=[CH:6][C:5]([O:8][CH3:9])=[CH:4][C:3]=1[C:10]1[N:15]=[CH:14][C:13]([NH:16][C:17]2[CH:27]=[CH:26][C:25]([CH3:28])=[CH:24][C:18]=2[C:19]([OH:21])=[O:20])=[CH:12][C:11]=1[CH3:29]. The yield is 0.670. (6) The catalyst is O1CCCC1. The product is [F:13][C:10]1([F:12])[O:9][C:8]2[CH:14]=[CH:15][C:5]([CH2:3][OH:2])=[CH:6][C:7]=2[O:11]1. The yield is 0.760. The reactants are C[O:2][C:3]([C:5]1[CH:15]=[CH:14][C:8]2[O:9][C:10]([F:13])([F:12])[O:11][C:7]=2[CH:6]=1)=O.[H-].[Al+3].[Li+].[H-].[H-].[H-].O.[OH-].[Na+]. (7) The reactants are [CH2:1](Br)[C:2]1[CH:7]=[CH:6][CH:5]=[CH:4][CH:3]=1.C(=O)([O-])[O-].[K+].[K+].[CH3:15][O:16][C:17](=[O:29])[C:18]1[CH:23]=[C:22]([C:24](=[O:26])[CH3:25])[C:21]([OH:27])=[CH:20][C:19]=1[OH:28]. The catalyst is C(#N)C. The product is [C:24]([C:22]1[C:21]([O:27][CH2:1][C:2]2[CH:7]=[CH:6][CH:5]=[CH:4][CH:3]=2)=[CH:20][C:19]([O:28][CH2:1][C:2]2[CH:7]=[CH:6][CH:5]=[CH:4][CH:3]=2)=[C:18]([CH:23]=1)[C:17]([O:16][CH3:15])=[O:29])(=[O:26])[CH3:25]. The yield is 0.973. (8) The product is [F:10][C:8]1([F:11])[O:7][C:6]2[CH:12]=[CH:13][C:3]([CH2:2][C:14]#[N:15])=[CH:4][C:5]=2[O:9]1. The catalyst is CS(C)=O. The yield is 0.950. The reactants are Cl[CH2:2][C:3]1[CH:13]=[CH:12][C:6]2[O:7][C:8]([F:11])([F:10])[O:9][C:5]=2[CH:4]=1.[C-:14]#[N:15].[Na+].O.C(OC)(C)(C)C.